This data is from Forward reaction prediction with 1.9M reactions from USPTO patents (1976-2016). The task is: Predict the product of the given reaction. (1) Given the reactants [OH:1][C:2]1[C:7]([OH:8])=[C:6]([OH:9])[CH:5]=[CH:4][C:3]=1[C:10](=[O:12])[CH3:11].Br[CH2:14]Cl.C(=O)([O-])[O-].[K+].[K+].CC(=O)OCC, predict the reaction product. The product is: [OH:1][C:2]1[C:7]2[O:8][CH2:14][O:9][C:6]=2[CH:5]=[CH:4][C:3]=1[C:10](=[O:12])[CH3:11]. (2) Given the reactants [C:1]([O:5][C:6]([N:8]1[CH2:13][CH2:12][N:11]([C:14]2[CH:19]=[CH:18][CH:17]=[C:16]([NH:20][CH2:21][C:22]3[CH:27]=[CH:26][CH:25]=[CH:24][CH:23]=3)[C:15]=2[N+:28]([O-])=O)[CH2:10][CH2:9]1)=[O:7])([CH3:4])([CH3:3])[CH3:2].S(S([O-])=O)([O-])=O.[Na+].[Na+], predict the reaction product. The product is: [C:1]([O:5][C:6]([N:8]1[CH2:13][CH2:12][N:11]([C:14]2[CH:19]=[CH:18][CH:17]=[C:16]([NH:20][CH2:21][C:22]3[CH:23]=[CH:24][CH:25]=[CH:26][CH:27]=3)[C:15]=2[NH2:28])[CH2:10][CH2:9]1)=[O:7])([CH3:4])([CH3:2])[CH3:3]. (3) Given the reactants [BH4-].[Na+].C[O:4][C:5]([C:7]1[S:8][C:9]2[CH2:10][N:11]([C:16](=[O:24])[C:17]3[CH:22]=[CH:21][CH:20]=[CH:19][C:18]=3[F:23])[CH2:12][CH2:13][C:14]=2[N:15]=1)=O, predict the reaction product. The product is: [F:23][C:18]1[CH:19]=[CH:20][CH:21]=[CH:22][C:17]=1[C:16]([N:11]1[CH2:12][CH2:13][C:14]2[N:15]=[C:7]([CH2:5][OH:4])[S:8][C:9]=2[CH2:10]1)=[O:24]. (4) Given the reactants [O:1]=[C:2]1[CH2:8][CH2:7][C:6](=[O:9])[C:5]2[CH:10]=[CH:11][CH:12]=[CH:13][C:4]=2[N:3]1[CH2:14][CH2:15][CH2:16][CH2:17][N:18]1[CH2:23][CH2:22][N:21](C(OC(C)(C)C)=O)[CH2:20][CH2:19]1.Cl, predict the reaction product. The product is: [N:18]1([CH2:17][CH2:16][CH2:15][CH2:14][N:3]2[C:4]3[CH:13]=[CH:12][CH:11]=[CH:10][C:5]=3[C:6](=[O:9])[CH2:7][CH2:8][C:2]2=[O:1])[CH2:23][CH2:22][NH:21][CH2:20][CH2:19]1.